From a dataset of CYP2C9 substrate classification data from Carbon-Mangels et al.. Regression/Classification. Given a drug SMILES string, predict its absorption, distribution, metabolism, or excretion properties. Task type varies by dataset: regression for continuous measurements (e.g., permeability, clearance, half-life) or binary classification for categorical outcomes (e.g., BBB penetration, CYP inhibition). Dataset: cyp2c9_substrate_carbonmangels. (1) The molecule is c1ccccc1. The result is 0 (non-substrate). (2) The compound is CC(C)(C)[C@@H](O)/C=C\c1ccc2c(c1)OCO2. The result is 0 (non-substrate). (3) The compound is CN1CCN(C(=O)O[C@H]2c3nccnc3C(=O)N2c2ccc(Cl)cn2)CC1. The result is 1 (substrate). (4) The drug is CCC(=O)N(c1ccccc1)C1(COC)CCN(CCn2nnn(CC)c2=O)CC1. The result is 0 (non-substrate). (5) The drug is CN1CC[C@]23c4c5ccc(O)c4O[C@H]2[C@@H](O)C=C[C@H]3[C@H]1C5. The result is 1 (substrate). (6) The drug is CC(=O)[C@@]1(O)CC[C@H]2[C@@H]3C=C(Cl)C4=CC(=O)[C@@H]5C[C@@H]5[C@]4(C)[C@H]3CC[C@@]21C. The result is 0 (non-substrate). (7) The drug is CCn1cc(C(=O)O)c(=O)c2ccc(C)nc21. The result is 0 (non-substrate). (8) The drug is c1ccc2c(c1)Sc1ccccc1N2C[C@H]1CN2CCC1CC2. The result is 0 (non-substrate).